From a dataset of Peptide-MHC class I binding affinity with 185,985 pairs from IEDB/IMGT. Regression. Given a peptide amino acid sequence and an MHC pseudo amino acid sequence, predict their binding affinity value. This is MHC class I binding data. (1) The peptide sequence is RRWRRRWQQ. The MHC is Mamu-B03 with pseudo-sequence Mamu-B03. The binding affinity (normalized) is 0.762. (2) The peptide sequence is DEYLCVNAT. The MHC is HLA-A02:01 with pseudo-sequence HLA-A02:01. The binding affinity (normalized) is 0. (3) The peptide sequence is RTIDAINKCV. The MHC is HLA-A02:06 with pseudo-sequence HLA-A02:06. The binding affinity (normalized) is 0.461. (4) The peptide sequence is ETINEEAAEW. The MHC is HLA-A68:01 with pseudo-sequence HLA-A68:01. The binding affinity (normalized) is 0.171. (5) The peptide sequence is EFCVDHPFIY. The MHC is HLA-A11:01 with pseudo-sequence HLA-A11:01. The binding affinity (normalized) is 0.140. (6) The peptide sequence is LKEPCPSGTY. The MHC is HLA-A23:01 with pseudo-sequence HLA-A23:01. The binding affinity (normalized) is 0.